Predict which catalyst facilitates the given reaction. From a dataset of Catalyst prediction with 721,799 reactions and 888 catalyst types from USPTO. (1) Reactant: [Cl:1][C:2]1[CH:3]=[C:4]2[C:8](=[CH:9][CH:10]=1)[NH:7][C:6]([CH:11]=[CH:12][CH2:13][CH2:14][CH2:15][CH3:16])=[CH:5]2.[H][H]. Product: [Cl:1][C:2]1[CH:3]=[C:4]2[C:8](=[CH:9][CH:10]=1)[NH:7][C:6]([CH2:11][CH2:12][CH2:13][CH2:14][CH2:15][CH3:16])=[CH:5]2. The catalyst class is: 29. (2) Reactant: [NH2:1][C:2]1[CH:3]=[C:4]([CH:8]2[C:17]([CH3:19])([CH3:18])[CH2:16][C:15]3[C:10](=[CH:11][CH:12]=[C:13]([C:20]([O-:22])=[O:21])[CH:14]=3)[NH:9]2)[CH:5]=[CH:6][CH:7]=1.[C:23]1([CH2:29][CH2:30][C:31]([OH:33])=O)[CH:28]=[CH:27][CH:26]=[CH:25][CH:24]=1.[CH:34](N(CC)C(C)C)(C)C.P(Cl)(Cl)(Cl)=O. Product: [CH3:19][C:17]1([CH3:18])[CH2:16][C:15]2[C:10](=[CH:11][CH:12]=[C:13]([C:20]([O:22][CH3:34])=[O:21])[CH:14]=2)[NH:9][CH:8]1[C:4]1[CH:5]=[CH:6][CH:7]=[C:2]([NH:1][C:31](=[O:33])[CH2:30][CH2:29][C:23]2[CH:28]=[CH:27][CH:26]=[CH:25][CH:24]=2)[CH:3]=1. The catalyst class is: 4.